From a dataset of Reaction yield outcomes from USPTO patents with 853,638 reactions. Predict the reaction yield, written as a fraction of the theoretical maximum amount of product (1.0 means a 100% yield; for example, 0.34 means a 34% yield). The reactants are Br[C:2]1[CH:10]=[CH:9][C:5]2[CH:6]=[CH:7][O:8][C:4]=2[CH:3]=1.[CH3:11][NH2:12].CC([O-])=O.[K+]. The catalyst is CN(C=O)C.[OH-].[NH4+].[Cu]I. The product is [CH3:11][NH:12][C:2]1[CH:10]=[CH:9][C:5]2[CH:6]=[CH:7][O:8][C:4]=2[CH:3]=1. The yield is 0.330.